Dataset: Full USPTO retrosynthesis dataset with 1.9M reactions from patents (1976-2016). Task: Predict the reactants needed to synthesize the given product. (1) Given the product [O:21]([C:20]([O:1][C@H:2]1[C@H:7]2[CH2:8][C@H:4]([C@@H:5]([C:16]([O:18][CH3:19])=[O:17])[N:6]2[C:9]([O:11][C:12]([CH3:13])([CH3:14])[CH3:15])=[O:10])[CH2:3]1)=[S:28])[C:22]1[CH:27]=[CH:26][CH:25]=[CH:24][CH:23]=1, predict the reactants needed to synthesize it. The reactants are: [OH:1][C@H:2]1[C@H:7]2[CH2:8][C@H:4]([C@@H:5]([C:16]([O:18][CH3:19])=[O:17])[N:6]2[C:9]([O:11][C:12]([CH3:15])([CH3:14])[CH3:13])=[O:10])[CH2:3]1.[C:20](Cl)(=[S:28])[O:21][C:22]1[CH:27]=[CH:26][CH:25]=[CH:24][CH:23]=1. (2) Given the product [N:23]1([C:26]2[C:27]([O:32][CH2:33][CH2:34][O:35][C:46]3[CH:45]=[CH:44][CH:43]=[C:42]([N:36]4[CH2:37][CH2:38][O:39][CH2:40][CH2:41]4)[CH:47]=3)=[N:28][CH:29]=[CH:30][N:31]=2)[CH2:22][CH2:21][NH:20][CH2:25][CH2:24]1, predict the reactants needed to synthesize it. The reactants are: N(C(N(C)C)=O)=NC(N(C)C)=O.C(OC([N:20]1[CH2:25][CH2:24][N:23]([C:26]2[C:27]([O:32][CH2:33][CH2:34][OH:35])=[N:28][CH:29]=[CH:30][N:31]=2)[CH2:22][CH2:21]1)=O)(C)(C)C.[N:36]1([C:42]2[CH:43]=[C:44](O)[CH:45]=[CH:46][CH:47]=2)[CH2:41][CH2:40][O:39][CH2:38][CH2:37]1.C1(P(C2C=CC=CC=2)C2C=CC=CC=2)C=CC=CC=1.